Dataset: Full USPTO retrosynthesis dataset with 1.9M reactions from patents (1976-2016). Task: Predict the reactants needed to synthesize the given product. (1) Given the product [Br:1][C:2]1[CH:10]=[C:9]2[C:5]([C:6]([CH3:13])([CH3:12])[C:7](=[O:11])[N:8]2[CH:15]2[CH2:18][O:17][CH2:16]2)=[CH:4][CH:3]=1, predict the reactants needed to synthesize it. The reactants are: [Br:1][C:2]1[CH:10]=[C:9]2[C:5]([C:6]([CH3:13])([CH3:12])[C:7](=[O:11])[NH:8]2)=[CH:4][CH:3]=1.Br[CH:15]1[CH2:18][O:17][CH2:16]1.C(=O)([O-])[O-].[Cs+].[Cs+].[Cl-].[NH4+]. (2) Given the product [CH3:26][O:25][C:20]1[CH:21]=[CH:22][CH:23]=[CH:24][C:19]=1[C:18]1[C:12]2[C:13](=[N:14][CH:15]=[C:10]([C:6]3[CH:5]=[C:4]([C:3]([N:28]4[CH2:32][CH2:31][CH2:30][CH2:29]4)=[O:27])[CH:9]=[CH:8][CH:7]=3)[CH:11]=2)[NH:16][N:17]=1, predict the reactants needed to synthesize it. The reactants are: CO[C:3](=[O:27])[C:4]1[CH:9]=[CH:8][CH:7]=[C:6]([C:10]2[CH:11]=[C:12]3[C:18]([C:19]4[CH:24]=[CH:23][CH:22]=[CH:21][C:20]=4[O:25][CH3:26])=[N:17][NH:16][C:13]3=[N:14][CH:15]=2)[CH:5]=1.[NH:28]1[CH2:32][CH2:31][CH2:30][CH2:29]1. (3) Given the product [C:1]([O:5][C@@H:6]([C:12]1[C:13]([CH3:41])=[N:14][C:15]2[N:16]([N:33]=[C:34]([C:36]([O:38][CH2:39][CH3:40])=[O:37])[CH:35]=2)[C:17]=1[N:18]1[CH2:23][CH2:22][C:21]([O:25][CH2:26][CH2:27][CH2:28][CH2:29][C@H:30]([O:32][Si:51]([C:47]([CH3:50])([CH3:49])[CH3:48])([C:58]2[CH:59]=[CH:60][CH:61]=[CH:62][CH:63]=2)[C:52]2[CH:57]=[CH:56][CH:55]=[CH:54][CH:53]=2)[CH3:31])([CH3:24])[CH2:20][CH2:19]1)[C:7]([O:9][CH2:10][CH3:11])=[O:8])([CH3:2])([CH3:3])[CH3:4], predict the reactants needed to synthesize it. The reactants are: [C:1]([O:5][C@@H:6]([C:12]1[C:13]([CH3:41])=[N:14][C:15]2[N:16]([N:33]=[C:34]([C:36]([O:38][CH2:39][CH3:40])=[O:37])[CH:35]=2)[C:17]=1[N:18]1[CH2:23][CH2:22][C:21]([O:25][CH2:26][CH2:27][CH2:28][CH2:29][C@H:30]([OH:32])[CH3:31])([CH3:24])[CH2:20][CH2:19]1)[C:7]([O:9][CH2:10][CH3:11])=[O:8])([CH3:4])([CH3:3])[CH3:2].N1C=CN=C1.[C:47]([Si:51](Cl)([C:58]1[CH:63]=[CH:62][CH:61]=[CH:60][CH:59]=1)[C:52]1[CH:57]=[CH:56][CH:55]=[CH:54][CH:53]=1)([CH3:50])([CH3:49])[CH3:48].O.